From a dataset of Catalyst prediction with 721,799 reactions and 888 catalyst types from USPTO. Predict which catalyst facilitates the given reaction. The catalyst class is: 7. Reactant: C[Si]([N-][Si](C)(C)C)(C)C.[Na+].[O:11]=[C:12]1[CH2:16][N:15]([C:17]([O:19][C:20]([CH3:23])([CH3:22])[CH3:21])=[O:18])[C@@H:14]([C:24]([O:26][CH3:27])=[O:25])[CH2:13]1.[F:28][C:29]([F:48])([F:47])[S:30](N([S:30]([C:29]([F:48])([F:47])[F:28])(=[O:32])=[O:31])C1C=CC=CC=1)(=[O:32])=[O:31]. Product: [F:28][C:29]([F:48])([F:47])[S:30]([O:11][C:12]1[CH2:16][N:15]([C:17]([O:19][C:20]([CH3:21])([CH3:22])[CH3:23])=[O:18])[C@@H:14]([C:24]([O:26][CH3:27])=[O:25])[CH:13]=1)(=[O:32])=[O:31].